Dataset: Reaction yield outcomes from USPTO patents with 853,638 reactions. Task: Predict the reaction yield, written as a fraction of the theoretical maximum amount of product (1.0 means a 100% yield; for example, 0.34 means a 34% yield). (1) The reactants are [CH3:1][C:2]1([CH3:13])[CH2:7][CH:6]([C:8]([O:10]C)=O)[C:5](=O)[CH2:4][CH2:3]1.Cl.[Cl:15][CH2:16][C:17](=[NH:19])[NH2:18].C[O-].[Na+]. The catalyst is CO. The product is [Cl:15][CH2:16][C:17]1[N:19]=[C:8]([OH:10])[C:6]2[CH2:7][C:2]([CH3:1])([CH3:13])[CH2:3][CH2:4][C:5]=2[N:18]=1. The yield is 0.570. (2) The reactants are [CH3:1][O:2][C:3]1[CH:20]=[CH:19][C:6]([CH2:7][O:8][C:9]2[CH:14]=[CH:13][C:12]([CH2:15][NH:16][CH3:17])=[CH:11][C:10]=2[Br:18])=[CH:5][CH:4]=1.[F:21][C:22]1[CH:27]=[CH:26][C:25]([S:28](Cl)(=[O:30])=[O:29])=[CH:24][CH:23]=1.CCN(C(C)C)C(C)C. The catalyst is C(Cl)Cl. The product is [CH3:1][O:2][C:3]1[CH:20]=[CH:19][C:6]([CH2:7][O:8][C:9]2[CH:14]=[CH:13][C:12]([CH2:15][N:16]([CH3:17])[S:28]([C:25]3[CH:26]=[CH:27][C:22]([F:21])=[CH:23][CH:24]=3)(=[O:30])=[O:29])=[CH:11][C:10]=2[Br:18])=[CH:5][CH:4]=1. The yield is 0.630. (3) The catalyst is CCOC(C)=O. The yield is 0.630. The product is [CH:1]([N:14]1[CH2:17][CH:16]([NH:18][C:19]2[C:28]3[C:23](=[CH:24][CH:25]=[CH:26][CH:27]=3)[N:22]=[C:21]([C:37]3[CH:36]=[CH:35][C:34]4[N:33]([CH:32]=[CH:31][N:30]=4)[CH:38]=3)[N:20]=2)[CH2:15]1)([C:8]1[CH:13]=[CH:12][CH:11]=[CH:10][CH:9]=1)[C:2]1[CH:7]=[CH:6][CH:5]=[CH:4][CH:3]=1. The reactants are [CH:1]([N:14]1[CH2:17][CH:16]([NH:18][C:19]2[C:28]3[C:23](=[CH:24][CH:25]=[CH:26][CH:27]=3)[N:22]=[C:21](Cl)[N:20]=2)[CH2:15]1)([C:8]1[CH:13]=[CH:12][CH:11]=[CH:10][CH:9]=1)[C:2]1[CH:7]=[CH:6][CH:5]=[CH:4][CH:3]=1.[N:30]1[CH:31]=[CH:32][N:33]2[CH:38]=[C:37](B(O)O)[CH:36]=[CH:35][C:34]=12.N1C=CN2C=C(C3N=C(NCC(C4C=CC=CC=4)C4NC=CC=4)C4C(=CC=CC=4)N=3)C=CC=12. (4) The reactants are F[C:2]1[CH:7]=[CH:6][CH:5]=[C:4]([F:8])[C:3]=1[C:9]1[CH:18]=[C:17]2[C:12]([C:13]([NH:20][CH3:21])=[N:14][C:15]([NH2:19])=[N:16]2)=[CH:11][CH:10]=1.C(=O)([O-])[O-].[K+].[K+].[CH2:28]([N:35]1[CH2:40][CH2:39][NH:38][CH2:37][CH2:36]1)[C:29]1[CH:34]=[CH:33][CH:32]=[CH:31][CH:30]=1.CN1CCCC1=O. The catalyst is O. The product is [CH2:28]([N:35]1[CH2:40][CH2:39][N:38]([C:2]2[CH:7]=[CH:6][CH:5]=[C:4]([F:8])[C:3]=2[C:9]2[CH:18]=[C:17]3[C:12]([C:13]([NH:20][CH3:21])=[N:14][C:15]([NH2:19])=[N:16]3)=[CH:11][CH:10]=2)[CH2:37][CH2:36]1)[C:29]1[CH:30]=[CH:31][CH:32]=[CH:33][CH:34]=1. The yield is 0.160.